Dataset: Forward reaction prediction with 1.9M reactions from USPTO patents (1976-2016). Task: Predict the product of the given reaction. Given the reactants [NH2:1][C:2]1[CH:10]=[C:9]2[C:5]([CH2:6][CH2:7][CH2:8]2)=[CH:4][C:3]=1[C:11]([O:13][CH3:14])=[O:12].NC1C=CC2CCCC=2C=1C(OC)=O.N1C=CC=CC=1.Cl[C:36]([O:38][CH:39]([CH3:41])[CH3:40])=[O:37].Cl, predict the reaction product. The product is: [CH:39]([O:38][C:36]([NH:1][C:2]1[CH:10]=[C:9]2[C:5]([CH2:6][CH2:7][CH2:8]2)=[CH:4][C:3]=1[C:11]([O:13][CH3:14])=[O:12])=[O:37])([CH3:41])[CH3:40].